This data is from CYP2C9 inhibition data for predicting drug metabolism from PubChem BioAssay. The task is: Regression/Classification. Given a drug SMILES string, predict its absorption, distribution, metabolism, or excretion properties. Task type varies by dataset: regression for continuous measurements (e.g., permeability, clearance, half-life) or binary classification for categorical outcomes (e.g., BBB penetration, CYP inhibition). Dataset: cyp2c9_veith. (1) The compound is CS(=O)(=O)N1CCC2(CC1)CN(Cc1ccc(C#N)cc1)C2. The result is 0 (non-inhibitor). (2) The compound is O=C(Nc1cccc(F)c1)N1CC[C@@]2(CCCN(S(=O)(=O)c3ccccc3)C2)C1. The result is 0 (non-inhibitor). (3) The drug is O=c1[nH]c2cc(Br)cnc2nc1/C=C(\O)c1ccc(F)cc1. The result is 0 (non-inhibitor). (4) The compound is CN(C)CN1C(=O)S/C(=C2/C(=O)N(CN(C)C)c3ccccc32)C1=O. The result is 0 (non-inhibitor).